This data is from Peptide-MHC class I binding affinity with 185,985 pairs from IEDB/IMGT. The task is: Regression. Given a peptide amino acid sequence and an MHC pseudo amino acid sequence, predict their binding affinity value. This is MHC class I binding data. (1) The peptide sequence is WAPEGDIRL. The MHC is HLA-B35:01 with pseudo-sequence HLA-B35:01. The binding affinity (normalized) is 0.371. (2) The peptide sequence is TMKAIEKDR. The MHC is HLA-A33:01 with pseudo-sequence HLA-A33:01. The binding affinity (normalized) is 0.398. (3) The peptide sequence is ALNIALIAV. The MHC is HLA-A02:01 with pseudo-sequence HLA-A02:01. The binding affinity (normalized) is 0.710. (4) The peptide sequence is GTDSGFAAY. The MHC is HLA-B58:01 with pseudo-sequence HLA-B58:01. The binding affinity (normalized) is 0.135. (5) The peptide sequence is YRQQNPIPV. The MHC is Mamu-B08 with pseudo-sequence Mamu-B08. The binding affinity (normalized) is 0.625.